From a dataset of Peptide-MHC class II binding affinity with 134,281 pairs from IEDB. Regression. Given a peptide amino acid sequence and an MHC pseudo amino acid sequence, predict their binding affinity value. This is MHC class II binding data. (1) The peptide sequence is WKLEGRWDGEEEVQL. The MHC is HLA-DQA10501-DQB10302 with pseudo-sequence HLA-DQA10501-DQB10302. The binding affinity (normalized) is 0. (2) The peptide sequence is LEVLNFDFQANAQLS. The MHC is HLA-DQA10501-DQB10201 with pseudo-sequence HLA-DQA10501-DQB10201. The binding affinity (normalized) is 0.443. (3) The peptide sequence is SQDLELSWNLQGLQAY. The MHC is HLA-DQA10301-DQB10302 with pseudo-sequence HLA-DQA10301-DQB10302. The binding affinity (normalized) is 0.548.